Dataset: Peptide-MHC class I binding affinity with 185,985 pairs from IEDB/IMGT. Task: Regression. Given a peptide amino acid sequence and an MHC pseudo amino acid sequence, predict their binding affinity value. This is MHC class I binding data. (1) The peptide sequence is SRVYQILQPIL. The MHC is HLA-B27:05 with pseudo-sequence HLA-B27:05. The binding affinity (normalized) is 0.489. (2) The peptide sequence is YTGAMTSKF. The MHC is HLA-B51:01 with pseudo-sequence HLA-B51:01. The binding affinity (normalized) is 0.213. (3) The peptide sequence is HTSEHGGRAY. The MHC is HLA-B15:01 with pseudo-sequence HLA-B15:01. The binding affinity (normalized) is 0.539.